From a dataset of Reaction yield outcomes from USPTO patents with 853,638 reactions. Predict the reaction yield, written as a fraction of the theoretical maximum amount of product (1.0 means a 100% yield; for example, 0.34 means a 34% yield). (1) The reactants are [F:1][C:2]1[C:7]([F:8])=[CH:6][CH:5]=[CH:4][C:3]=1[C:9]1([OH:20])[CH2:12][N:11]([C:13]([O:15][C:16]([CH3:19])([CH3:18])[CH3:17])=[O:14])[CH2:10]1.[H-].[Na+].[CH3:23]I.[Cl-].[Li+]. The catalyst is CN(C)C=O.C(OCC)(=O)C. The product is [F:1][C:2]1[C:7]([F:8])=[CH:6][CH:5]=[CH:4][C:3]=1[C:9]1([O:20][CH3:23])[CH2:12][N:11]([C:13]([O:15][C:16]([CH3:17])([CH3:19])[CH3:18])=[O:14])[CH2:10]1. The yield is 0.950. (2) The reactants are [CH3:1][NH:2][CH2:3][C:4]1[CH:12]=[CH:11][CH:10]=[C:9]2[C:5]=1[CH:6]=[CH:7][N:8]2[CH3:13].Cl.[O:15]=[C:16]1[NH:25][C:24]2[N:23]=[CH:22][C:21]([CH:26]=[CH:27][C:28](O)=[O:29])=[CH:20][C:19]=2[CH2:18][CH2:17]1.C1C=CC2N(O)N=NC=2C=1.CCN(C(C)C)C(C)C.CCN=C=NCCCN(C)C.Cl. The catalyst is CN(C=O)C.O. The product is [CH3:1][N:2]([CH2:3][C:4]1[CH:12]=[CH:11][CH:10]=[C:9]2[C:5]=1[CH:6]=[CH:7][N:8]2[CH3:13])[C:28](=[O:29])/[CH:27]=[CH:26]/[C:21]1[CH:22]=[N:23][C:24]2[NH:25][C:16](=[O:15])[CH2:17][CH2:18][C:19]=2[CH:20]=1. The yield is 0.360. (3) The reactants are [Br:1][C:2]1[CH:3]=[CH:4][C:5]([O:9][CH3:10])=[C:6]([OH:8])[CH:7]=1.[O:11]1[CH2:15][CH2:14][C@@H:13](O)[CH2:12]1.C1C=CC(P(C2C=CC=CC=2)C2C=CC=CC=2)=CC=1.CCOC(/N=N/C(OCC)=O)=O. The catalyst is C1COCC1. The product is [Br:1][C:2]1[CH:3]=[CH:4][C:5]([O:9][CH3:10])=[C:6]([CH:7]=1)[O:8][C@H:13]1[CH2:14][CH2:15][O:11][CH2:12]1. The yield is 0.780. (4) The product is [CH3:13][O:12][CH2:11][O:10][C:8]1[CH:9]=[C:4]([CH2:3][OH:2])[CH:5]=[C:6]([O:14][CH2:15][O:16][CH3:17])[CH:7]=1. The catalyst is CCOCC. The reactants are C[O:2][C:3](=O)[C:4]1[CH:9]=[C:8]([O:10][CH2:11][O:12][CH3:13])[CH:7]=[C:6]([O:14][CH2:15][O:16][CH3:17])[CH:5]=1.[H-].[H-].[H-].[H-].[Li+].[Al+3]. The yield is 0.930. (5) The reactants are CS(O)(=O)=O.[NH2:6][CH2:7][C:8]1[CH:9]=[C:10]2[C:14](=[CH:15][CH:16]=1)[C:13](=[O:17])[N:12]([CH:18]1[CH2:23][CH2:22][C:21](=[O:24])[NH:20][C:19]1=[O:25])[CH2:11]2.[C:26](N1C=CN=C1)(N1C=CN=C1)=[O:27].[N:38]1[CH:43]=[CH:42][CH:41]=[CH:40][C:39]=1[O:44][C:45]1[CH:46]=[C:47]([NH2:51])[CH:48]=[CH:49][CH:50]=1.O. The catalyst is CN(C=O)C. The product is [O:25]=[C:19]1[CH:18]([N:12]2[CH2:11][C:10]3[C:14](=[CH:15][CH:16]=[C:8]([CH2:7][NH:6][C:26]([NH:51][C:47]4[CH:48]=[CH:49][CH:50]=[C:45]([O:44][C:39]5[CH:40]=[CH:41][CH:42]=[CH:43][N:38]=5)[CH:46]=4)=[O:27])[CH:9]=3)[C:13]2=[O:17])[CH2:23][CH2:22][C:21](=[O:24])[NH:20]1. The yield is 0.640. (6) The reactants are Br[C:2]1[CH:7]=[CH:6][C:5]([C:8](=[C:17]2[CH2:22][C:21]([CH3:24])([CH3:23])[O:20][C:19]([CH3:26])([CH3:25])[CH2:18]2)[C:9]2[CH:14]=[CH:13][C:12]([OH:15])=[C:11]([Cl:16])[CH:10]=2)=[CH:4][CH:3]=1.[C:27]([O:31][CH2:32][CH3:33])(=[O:30])[CH:28]=[CH2:29].CCN(CC)CC.CN(C=O)C. The catalyst is Cl[Pd](Cl)([P](C1C=CC=CC=1)(C1C=CC=CC=1)C1C=CC=CC=1)[P](C1C=CC=CC=1)(C1C=CC=CC=1)C1C=CC=CC=1.CCOC(C)=O.O. The product is [Cl:16][C:11]1[CH:10]=[C:9]([C:8](=[C:17]2[CH2:18][C:19]([CH3:26])([CH3:25])[O:20][C:21]([CH3:23])([CH3:24])[CH2:22]2)[C:5]2[CH:4]=[CH:3][C:2](/[CH:29]=[CH:28]/[C:27]([O:31][CH2:32][CH3:33])=[O:30])=[CH:7][CH:6]=2)[CH:14]=[CH:13][C:12]=1[OH:15]. The yield is 0.650.